This data is from Full USPTO retrosynthesis dataset with 1.9M reactions from patents (1976-2016). The task is: Predict the reactants needed to synthesize the given product. (1) Given the product [CH3:1][O:2][C:3]1[N:4]=[CH:5][C:6]([C:9]2[C:13]3[CH:14]=[C:15]4[C:20](=[CH:21][C:12]=3[NH:11][N:10]=2)[NH:19][C:18](=[O:22])[N:17]([C@@H:23]2[CH2:28][CH2:27][CH2:26][N:25]([CH2:34][C:30]3[S:29][CH:33]=[CH:32][CH:31]=3)[CH2:24]2)[CH2:16]4)=[CH:7][N:8]=1, predict the reactants needed to synthesize it. The reactants are: [CH3:1][O:2][C:3]1[N:8]=[CH:7][C:6]([C:9]2[C:13]3[CH:14]=[C:15]4[C:20](=[CH:21][C:12]=3[NH:11][N:10]=2)[NH:19][C:18](=[O:22])[N:17]([C@@H:23]2[CH2:28][CH2:27][CH2:26][NH:25][CH2:24]2)[CH2:16]4)=[CH:5][N:4]=1.[S:29]1[CH:33]=[CH:32][CH:31]=[C:30]1[CH:34]=O.CC(O)=O.[BH3-]C#N.[Na+]. (2) Given the product [Br:9][C:10]1[CH:11]=[C:12]([CH:13]=[CH:14][CH:15]=1)[CH2:16][O:1][CH2:2][C:3]([O:5][CH3:6])=[O:4], predict the reactants needed to synthesize it. The reactants are: [OH:1][CH2:2][C:3]([O:5][CH3:6])=[O:4].[H-].[Na+].[Br:9][C:10]1[CH:15]=[CH:14][CH:13]=[C:12]([CH2:16]Br)[CH:11]=1.